From a dataset of Forward reaction prediction with 1.9M reactions from USPTO patents (1976-2016). Predict the product of the given reaction. (1) Given the reactants [F:1][C:2]1[C:3]([N+:10]([O-:12])=[O:11])=[CH:4][C:5]([CH3:9])=[C:6]([CH:8]=1)[NH2:7].[N:13]([O-])=O.[Na+], predict the reaction product. The product is: [F:1][C:2]1[CH:8]=[C:6]2[C:5]([CH:9]=[N:13][NH:7]2)=[CH:4][C:3]=1[N+:10]([O-:12])=[O:11]. (2) Given the reactants [N:1]1(C(CC(O)=O)=O)[CH:5]=[CH:4][N:3]=[CH:2]1.[P:12]([OH:15])([OH:14])[OH:13].P(Cl)(Cl)Cl.C.C1([O:27][C:28]2[CH:33]=CC=CC=2)C=CC=CC=1, predict the reaction product. The product is: [CH:4]1[N:3]=[CH:2][N:1]([CH2:33][C:28]([P:12]([OH:15])([OH:14])=[O:13])([P:12]([OH:15])([OH:14])=[O:13])[OH:27])[CH:5]=1. (3) Given the reactants Br[C:2]1[N:3]=[C:4]([C@@H:17]2[CH2:21][C@H:20]([CH3:22])[CH2:19][N:18]2[C:23]([O:25][C:26]([CH3:29])([CH3:28])[CH3:27])=[O:24])[N:5]([CH2:9][O:10][CH2:11][CH2:12][Si:13]([CH3:16])([CH3:15])[CH3:14])[C:6]=1[CH:7]=O.C([O-])C.[Na+].[SH:34][CH2:35][C:36]([O:38][CH2:39][CH3:40])=[O:37], predict the reaction product. The product is: [C:26]([O:25][C:23]([N:18]1[CH2:19][C@@H:20]([CH3:22])[CH2:21][C@H:17]1[C:4]1[N:5]([CH2:9][O:10][CH2:11][CH2:12][Si:13]([CH3:16])([CH3:14])[CH3:15])[C:6]2[CH:7]=[C:35]([C:36]([O:38][CH2:39][CH3:40])=[O:37])[S:34][C:2]=2[N:3]=1)=[O:24])([CH3:27])([CH3:29])[CH3:28]. (4) Given the reactants [C:1]([O:5][C:6]([N:8]1[C:16]2[C:11](=[CH:12][C:13]([C:17](C)(C)[O:18][SiH2]C(C)C)=[CH:14][CH:15]=2)[CH:10]=[C:9]1[C:25]1[C:33]2[C:28](=[CH:29][C:30]([Cl:34])=[CH:31][CH:32]=2)[NH:27][N:26]=1)=[O:7])([CH3:4])([CH3:3])[CH3:2].C(C1C=C2C(=CC=1)N(C(OC(C)(C)C)=O)C(C1C3C(=CC=CC=3)NN=1)=C2)=[O:36].CC(=CC)C.OP([O-])(O)=O.[Na+].Cl([O-])=O.[Na+], predict the reaction product. The product is: [C:1]([O:5][C:6]([N:8]1[C:16]2[C:11](=[CH:12][C:13]([C:17]([OH:36])=[O:18])=[CH:14][CH:15]=2)[CH:10]=[C:9]1[C:25]1[C:33]2[C:28](=[CH:29][C:30]([Cl:34])=[CH:31][CH:32]=2)[NH:27][N:26]=1)=[O:7])([CH3:3])([CH3:2])[CH3:4].